Predict the product of the given reaction. From a dataset of Forward reaction prediction with 1.9M reactions from USPTO patents (1976-2016). (1) Given the reactants [NH2:1][C:2]([CH3:48])([CH3:47])[CH2:3][C:4]([N:6]([CH2:14][C@H:15]1[C:20](=[O:21])[NH:19][C@@H:18]([CH2:22][C:23]2[CH:32]=[CH:31][C:30]3[C:25](=CC=CC=3)[CH:24]=2)[C:17](=[O:33])[N:16]1CC1C=CC(C2C=CC=CC=2)=CC=1)[CH2:7][CH:8]1[CH2:13]CNC[CH2:9]1)=[O:5].[O:49]([C:56]1[CH:63]=[CH:62][C:59]([CH:60]=O)=[CH:58][CH:57]=1)[C:50]1[CH:55]=[CH:54][CH:53]=[CH:52][CH:51]=1.[C:64]([O:68]C(N[C@@H](CC1C=CC(OCC)=CC=1)C(O)=O)=O)(C)(C)[CH3:65].C(OC(=O)[NH:92]C(C)(C)C=O)(C)(C)C, predict the reaction product. The product is: [NH2:1][C:2]([CH3:47])([CH3:48])[CH2:3][C:4]([N:6]([CH2:7][C:8]([NH2:92])([CH3:9])[CH3:13])[C@@H:14]([CH2:60][C:59]1[CH:62]=[CH:63][C:56]([O:49][C:50]2[CH:55]=[CH:54][CH:53]=[CH:52][CH:51]=2)=[CH:57][CH:58]=1)[C@H:15]1[C:20](=[O:21])[NH:19][CH:18]([CH2:22][C:23]2[CH:24]=[CH:25][C:30]([O:68][CH2:64][CH3:65])=[CH:31][CH:32]=2)[C:17](=[O:33])[NH:16]1)=[O:5]. (2) Given the reactants C(OC(=O)[NH:7][C@H:8]([CH2:17][OH:18])[CH2:9][C:10]1[CH:15]=[CH:14][CH:13]=[C:12]([Br:16])[CH:11]=1)(C)(C)C.Cl, predict the reaction product. The product is: [NH2:7][C@@H:8]([CH2:9][C:10]1[CH:15]=[CH:14][CH:13]=[C:12]([Br:16])[CH:11]=1)[CH2:17][OH:18]. (3) Given the reactants I[C:2]1[N:6]2[CH:7]=[C:8]([C:11]3[CH:16]=[CH:15][C:14]([C:17]([N:19]4[CH2:24][CH2:23][N:22]([CH3:25])[CH2:21][CH2:20]4)=[O:18])=[CH:13][CH:12]=3)[N:9]=[CH:10][C:5]2=[N:4][CH:3]=1.C([O-])([O-])=O.[K+].[K+].[Cl:32][C:33]1[CH:38]=[CH:37][C:36](B(O)O)=[CH:35][CH:34]=1, predict the reaction product. The product is: [Cl:32][C:33]1[CH:38]=[CH:37][C:36]([C:2]2[N:6]3[CH:7]=[C:8]([C:11]4[CH:12]=[CH:13][C:14]([C:17]([N:19]5[CH2:24][CH2:23][N:22]([CH3:25])[CH2:21][CH2:20]5)=[O:18])=[CH:15][CH:16]=4)[N:9]=[CH:10][C:5]3=[N:4][CH:3]=2)=[CH:35][CH:34]=1. (4) Given the reactants [CH2:1]([O:3][C:4](=[O:17])/[CH:5]=[C:6](\[NH:14]OC)/[C@H:7]([CH3:13])[C@H:8]([CH3:12])[CH2:9][CH2:10][CH3:11])[CH3:2].[H][H], predict the reaction product. The product is: [CH2:1]([O:3][C:4](=[O:17])/[CH:5]=[C:6](\[NH2:14])/[C@H:7]([CH3:13])[C@H:8]([CH3:12])[CH2:9][CH2:10][CH3:11])[CH3:2]. (5) The product is: [CH2:3]([O:10][C:11]1[CH:12]=[CH:13][C:14]([N+:19]([O-:21])=[O:20])=[C:15]([N:16]([CH3:17])[C:23](=[O:24])[CH2:25][O:26][C:27]2[CH:28]=[C:29]([CH:34]=[CH:35][CH:36]=2)[C:30]([O:32][CH3:33])=[O:31])[CH:18]=1)[C:4]1[CH:5]=[CH:6][CH:7]=[CH:8][CH:9]=1. Given the reactants [H-].[Na+].[CH2:3]([O:10][C:11]1[CH:12]=[CH:13][C:14]([N+:19]([O-:21])=[O:20])=[C:15]([CH:18]=1)[NH:16][CH3:17])[C:4]1[CH:9]=[CH:8][CH:7]=[CH:6][CH:5]=1.Cl[C:23]([CH2:25][O:26][C:27]1[CH:28]=[C:29]([CH:34]=[CH:35][CH:36]=1)[C:30]([O:32][CH3:33])=[O:31])=[O:24], predict the reaction product.